Dataset: Forward reaction prediction with 1.9M reactions from USPTO patents (1976-2016). Task: Predict the product of the given reaction. (1) Given the reactants [Br:1][C:2]1[CH:7]=[CH:6][C:5]([C@@H:8]([NH2:10])[CH3:9])=[CH:4][CH:3]=1.[Cl:11][C:12]1[CH:17]=[C:16]([N+:18]([O-:20])=[O:19])[C:15]([O:21][CH3:22])=[CH:14][C:13]=1[CH:23]=[CH2:24].C1(C=CC(O)=CC=1)O, predict the reaction product. The product is: [Br:1][C:2]1[CH:7]=[CH:6][C:5]([C@@H:8]([NH:10][CH2:24][CH2:23][C:13]2[CH:14]=[C:15]([O:21][CH3:22])[C:16]([N+:18]([O-:20])=[O:19])=[CH:17][C:12]=2[Cl:11])[CH3:9])=[CH:4][CH:3]=1. (2) Given the reactants C([O:3][C:4](=[O:49])[CH2:5][CH2:6][CH2:7][O:8][C:9]1[CH:14]=[CH:13][CH:12]=[C:11]([CH2:15][CH2:16][CH2:17][CH2:18][CH2:19][CH2:20][O:21][C:22]2[CH:27]=[C:26]([O:28][CH2:29][CH3:30])[CH:25]=[C:24]([C:31]3[CH:41]=[CH:40][C:34]4[O:35][C:36]([F:39])([F:38])[O:37][C:33]=4[CH:32]=3)[CH:23]=2)[C:10]=1[CH2:42][CH2:43][C:44]([O:46]CC)=[O:45])C.[OH-].[Na+], predict the reaction product. The product is: [C:44]([CH2:43][CH2:42][C:10]1[C:11]([CH2:15][CH2:16][CH2:17][CH2:18][CH2:19][CH2:20][O:21][C:22]2[CH:27]=[C:26]([O:28][CH2:29][CH3:30])[CH:25]=[C:24]([C:31]3[CH:41]=[CH:40][C:34]4[O:35][C:36]([F:39])([F:38])[O:37][C:33]=4[CH:32]=3)[CH:23]=2)=[CH:12][CH:13]=[CH:14][C:9]=1[O:8][CH2:7][CH2:6][CH2:5][C:4]([OH:49])=[O:3])([OH:46])=[O:45]. (3) Given the reactants [Br:1][C:2]1[CH:8]=[C:7]([C:9]([C:20]2[CH:25]=[CH:24][C:23]([Cl:26])=[CH:22][CH:21]=2)([N:14]2[CH:18]=[C:17]([Cl:19])[CH:16]=[N:15]2)[C:10]([F:13])([F:12])[F:11])[CH:6]=[C:5]([Br:27])[C:3]=1[NH2:4].[N+:28]([C:31]1[CH:32]=[C:33]([CH:37]=[CH:38][CH:39]=1)[C:34](Cl)=[O:35])([O-:30])=[O:29].N1C=CC=CC=1, predict the reaction product. The product is: [Br:1][C:2]1[CH:8]=[C:7]([C:9]([C:20]2[CH:25]=[CH:24][C:23]([Cl:26])=[CH:22][CH:21]=2)([N:14]2[CH:18]=[C:17]([Cl:19])[CH:16]=[N:15]2)[C:10]([F:12])([F:13])[F:11])[CH:6]=[C:5]([Br:27])[C:3]=1[NH:4][C:34](=[O:35])[C:33]1[CH:37]=[CH:38][CH:39]=[C:31]([N+:28]([O-:30])=[O:29])[CH:32]=1. (4) Given the reactants ClC(Cl)(O[C:5](=[O:11])OC(Cl)(Cl)Cl)Cl.[C:13]1([CH3:29])[CH:18]=[CH:17][CH:16]=[CH:15][C:14]=1[C@@H:19]1[NH:24][CH2:23][CH2:22][N:21]2[C:25](=[O:28])[CH2:26][CH2:27][C@@H:20]12.[CH3:30][NH:31][C@@H:32]([C:34]1[CH:39]=[C:38]([C:40]([F:43])([F:42])[F:41])[CH:37]=[C:36]([CH3:44])[CH:35]=1)[CH3:33], predict the reaction product. The product is: [CH3:30][N:31]([C@@H:32]([C:34]1[CH:39]=[C:38]([C:40]([F:41])([F:43])[F:42])[CH:37]=[C:36]([CH3:44])[CH:35]=1)[CH3:33])[C:5]([N:24]1[CH2:23][CH2:22][N:21]2[C:25](=[O:28])[CH2:26][CH2:27][C@H:20]2[C@@H:19]1[C:14]1[CH:15]=[CH:16][CH:17]=[CH:18][C:13]=1[CH3:29])=[O:11].